From a dataset of Reaction yield outcomes from USPTO patents with 853,638 reactions. Predict the reaction yield, written as a fraction of the theoretical maximum amount of product (1.0 means a 100% yield; for example, 0.34 means a 34% yield). (1) The reactants are [CH2:1]([NH2:3])[CH3:2].C1COCC1.Cl[C:10]1[CH:23]=[CH:22][C:13]([C:14]([NH:16][CH2:17][CH2:18][N:19]([CH3:21])[CH3:20])=[O:15])=[CH:12][C:11]=1[N+:24]([O-:26])=[O:25]. No catalyst specified. The product is [CH3:20][N:19]([CH3:21])[CH2:18][CH2:17][NH:16][C:14](=[O:15])[C:13]1[CH:22]=[CH:23][C:10]([NH:3][CH2:1][CH3:2])=[C:11]([N+:24]([O-:26])=[O:25])[CH:12]=1. The yield is 0.730. (2) The reactants are [N:1]1([C:7]2[N:16]=[C:10]3[CH:11]=[CH:12][C:13]([NH2:15])=[CH:14][N:9]3[N:8]=2)[CH2:6][CH2:5][O:4][CH2:3][CH2:2]1.[CH2:17]([O:19][C:20]([C:22]1[CH:23]=[N:24][N:25]([CH3:30])[C:26]=1[C:27](O)=[O:28])=[O:21])[CH3:18].CCCP(=O)=O.C(OCC)(=O)C.C(N(CC)C(C)C)(C)C. The catalyst is O1CCCC1. The product is [CH2:17]([O:19][C:20]([C:22]1[CH:23]=[N:24][N:25]([CH3:30])[C:26]=1[C:27](=[O:28])[NH:15][C:13]1[CH:12]=[CH:11][C:10]2[N:9]([N:8]=[C:7]([N:1]3[CH2:6][CH2:5][O:4][CH2:3][CH2:2]3)[N:16]=2)[CH:14]=1)=[O:21])[CH3:18]. The yield is 0.710. (3) The reactants are [Na].F[C:3]1[N:8]=[C:7]([C:9]2([C:13]#[N:14])[CH2:12][CH2:11][CH2:10]2)[CH:6]=[CH:5][CH:4]=1.[CH3:15][OH:16]. No catalyst specified. The product is [CH3:15][O:16][C:3]1[N:8]=[C:7]([C:9]2([C:13]#[N:14])[CH2:12][CH2:11][CH2:10]2)[CH:6]=[CH:5][CH:4]=1. The yield is 0.970.